The task is: Predict the product of the given reaction.. This data is from Forward reaction prediction with 1.9M reactions from USPTO patents (1976-2016). Given the reactants [O:1]=[C:2]1[NH:8][C:7]2[CH:9]=[C:10]([NH:13][C:14]([NH:16]C3C=CC=CC=3)=[O:15])[CH:11]=[CH:12][C:6]=2[N:5]=[C:4]([C:23]2[CH:28]=[CH:27][CH:26]=[C:25](B3OC(C)(C)C(C)(C)O3)[CH:24]=2)[CH2:3]1.[C:38]1([CH3:44])[CH:43]=[CH:42][CH:41]=[CH:40][CH:39]=1.Br[C:46]1[CH:51]=[C:50]([CH3:52])[N:49]=[C:48]([CH3:53])[CH:47]=1.[F-].[Cs+], predict the reaction product. The product is: [CH2:44]([NH:16][C:14]([NH:13][C:10]1[CH:11]=[CH:12][C:6]2[N:5]=[C:4]([C:23]3[CH:28]=[CH:27][CH:26]=[C:25]([C:46]4[CH:51]=[C:50]([CH3:52])[N:49]=[C:48]([CH3:53])[CH:47]=4)[CH:24]=3)[CH2:3][C:2](=[O:1])[NH:8][C:7]=2[CH:9]=1)=[O:15])[C:38]1[CH:43]=[CH:42][CH:41]=[CH:40][CH:39]=1.